This data is from Reaction yield outcomes from USPTO patents with 853,638 reactions. The task is: Predict the reaction yield, written as a fraction of the theoretical maximum amount of product (1.0 means a 100% yield; for example, 0.34 means a 34% yield). (1) The reactants are [C:1]([C:5]1[CH:6]=[C:7]2[C:11](=[C:12]([C:14]3[CH:19]=[CH:18][CH:17]=[CH:16][CH:15]=3)[CH:13]=1)[CH2:10][C:9]([CH3:20])=[CH:8]2)([CH3:4])([CH3:3])[CH3:2].[Li]CCCC.[C:26]([C:30]1[CH:38]=[C:37]2[C:33]([CH:34]=[C:35]([CH3:43])[CH:36]2[Si:39](Cl)([CH3:41])[CH3:40])=[C:32]([C:44]2[CH:49]=[CH:48][CH:47]=[CH:46][CH:45]=2)[C:31]=1[O:50][CH3:51])([CH3:29])([CH3:28])[CH3:27].O. The catalyst is CCOCC.C([Cu])#N. The product is [C:26]([C:30]1[CH:38]=[C:37]2[C:33]([CH:34]=[C:35]([CH3:43])[CH:36]2[Si:39]([CH:8]2[C:7]3[C:11](=[C:12]([C:14]4[CH:15]=[CH:16][CH:17]=[CH:18][CH:19]=4)[CH:13]=[C:5]([C:1]([CH3:4])([CH3:3])[CH3:2])[CH:6]=3)[CH:10]=[C:9]2[CH3:20])([CH3:41])[CH3:40])=[C:32]([C:44]2[CH:49]=[CH:48][CH:47]=[CH:46][CH:45]=2)[C:31]=1[O:50][CH3:51])([CH3:29])([CH3:28])[CH3:27]. The yield is 0.720. (2) The reactants are [OH:1][C:2]1[CH:9]=[CH:8][C:7]([C:10]([F:13])([F:12])[F:11])=[CH:6][C:3]=1[CH:4]=[O:5].C([O-])([O-])=O.[K+].[K+].[F:20][C:21]1[CH:28]=[CH:27][C:24]([CH2:25]Br)=[CH:23][CH:22]=1. The catalyst is CN(C=O)C. The yield is 0.820. The product is [F:20][C:21]1[CH:28]=[CH:27][C:24]([CH2:25][O:1][C:2]2[CH:9]=[CH:8][C:7]([C:10]([F:11])([F:12])[F:13])=[CH:6][C:3]=2[CH:4]=[O:5])=[CH:23][CH:22]=1. (3) The reactants are [N:1]#[C:2]Br.CC(C)([O-])C.[K+].[CH:10]([O:13][C:14]([N:16]1[C:25]2[C:20](=[CH:21][C:22]([C:26]([F:29])([F:28])[F:27])=[CH:23][CH:24]=2)[C@H:19]([NH:30][CH2:31][C:32]2[CH:37]=[C:36]([C:38]([F:41])([F:40])[F:39])[CH:35]=[C:34]([C:42]([F:45])([F:44])[F:43])[CH:33]=2)[CH2:18][C@@H:17]1[CH:46]1[CH2:48][CH2:47]1)=[O:15])([CH3:12])[CH3:11].O. The catalyst is C(OCC)(=O)C. The product is [CH:10]([O:13][C:14]([N:16]1[C:25]2[C:20](=[CH:21][C:22]([C:26]([F:27])([F:28])[F:29])=[CH:23][CH:24]=2)[C@H:19]([N:30]([CH2:31][C:32]2[CH:37]=[C:36]([C:38]([F:41])([F:40])[F:39])[CH:35]=[C:34]([C:42]([F:45])([F:43])[F:44])[CH:33]=2)[C:2]#[N:1])[CH2:18][C@@H:17]1[CH:46]1[CH2:47][CH2:48]1)=[O:15])([CH3:12])[CH3:11]. The yield is 0.550. (4) The reactants are C(=O)([O-])[O-].[Cs+].[Cs+].Br[C:8]1[CH:13]=[CH:12][C:11]([O:14][CH3:15])=[C:10]([F:16])[CH:9]=1.[NH2:17][C:18]1[N:33]=[CH:32][CH:31]=[CH:30][C:19]=1[C:20]([NH:22][C:23]1[CH:28]=[CH:27][C:26]([F:29])=[CH:25][CH:24]=1)=[O:21].O1CCOCC1. The catalyst is O.C1C=CC(/C=C/C(/C=C/C2C=CC=CC=2)=O)=CC=1.C1C=CC(/C=C/C(/C=C/C2C=CC=CC=2)=O)=CC=1.C1C=CC(/C=C/C(/C=C/C2C=CC=CC=2)=O)=CC=1.[Pd].[Pd]. The product is [F:16][C:10]1[CH:9]=[C:8]([NH:17][C:18]2[N:33]=[CH:32][CH:31]=[CH:30][C:19]=2[C:20]([NH:22][C:23]2[CH:24]=[CH:25][C:26]([F:29])=[CH:27][CH:28]=2)=[O:21])[CH:13]=[CH:12][C:11]=1[O:14][CH3:15]. The yield is 0.930. (5) The reactants are [CH3:1][C:2](C)([O-])[CH3:3].[K+].[C:7]1(=[O:13])[CH2:12][CH2:11][CH2:10][CH2:9][CH2:8]1.C(Br)C=C.CCOC(C)=O. The catalyst is C1(C)C=CC=CC=1. The product is [CH2:3]([CH:8]1[CH2:9][CH2:10][CH2:11][CH2:12][C:7]1=[O:13])[CH:2]=[CH2:1]. The yield is 0.716. (6) The reactants are [OH:1][C:2]1[CH:9]=[CH:8][C:5]([CH:6]=[O:7])=[CH:4][C:3]=1[C:10]([F:13])([F:12])[F:11].C(=O)([O-])[O-].[K+].[K+].Br[CH2:21][C:22]1[CH:27]=[CH:26][C:25]([C:28]([F:31])([F:30])[F:29])=[CH:24][C:23]=1[C:32]([F:35])([F:34])[F:33].O. The catalyst is CN(C)C=O. The product is [F:33][C:32]([F:34])([F:35])[C:23]1[CH:24]=[C:25]([C:28]([F:31])([F:29])[F:30])[CH:26]=[CH:27][C:22]=1[CH2:21][O:1][C:2]1[CH:9]=[CH:8][C:5]([CH:6]=[O:7])=[CH:4][C:3]=1[C:10]([F:11])([F:12])[F:13]. The yield is 0.980. (7) The reactants are [C:1](Cl)(=[O:9])[O:2][C:3]1[CH:8]=[CH:7][CH:6]=[CH:5][CH:4]=1.N1C=CC=CC=1.[N:17]1[CH:22]=[CH:21][CH:20]=[C:19]([NH2:23])[CH:18]=1. The catalyst is ClCCl. The product is [N:17]1[CH:22]=[CH:21][CH:20]=[C:19]([NH:23][C:1](=[O:9])[O:2][C:3]2[CH:8]=[CH:7][CH:6]=[CH:5][CH:4]=2)[CH:18]=1. The yield is 0.570. (8) The reactants are [CH3:1][C:2]1([CH3:8])[NH:6][C:5](=[O:7])[CH2:4][CH2:3]1.[Li+].C[Si]([N-][Si](C)(C)C)(C)C.[C:19](O[C:19]([O:21][C:22]([CH3:25])([CH3:24])[CH3:23])=[O:20])([O:21][C:22]([CH3:25])([CH3:24])[CH3:23])=[O:20]. The catalyst is C1COCC1. The product is [CH3:1][C:2]1([CH3:8])[CH2:3][CH2:4][C:5](=[O:7])[N:6]1[C:19]([O:21][C:22]([CH3:25])([CH3:24])[CH3:23])=[O:20]. The yield is 0.600. (9) The reactants are [Cl:1][C:2]1[CH:10]=[CH:9][C:8]([O:11][CH3:12])=[CH:7][C:3]=1[C:4]([OH:6])=O.ClC1N=C(OC)N=C(OC)N=1.CN1CCOCC1.[N:31]1[CH:36]=[CH:35][CH:34]=[C:33]([NH:37][C:38]2[N:43]=[CH:42][C:41]([NH2:44])=[CH:40][N:39]=2)[CH:32]=1. The catalyst is C(Cl)Cl.CN(C=O)C. The product is [Cl:1][C:2]1[CH:10]=[CH:9][C:8]([O:11][CH3:12])=[CH:7][C:3]=1[C:4]([NH:44][C:41]1[CH:40]=[N:39][C:38]([NH:37][C:33]2[CH:32]=[N:31][CH:36]=[CH:35][CH:34]=2)=[N:43][CH:42]=1)=[O:6]. The yield is 0.950.